This data is from Reaction yield outcomes from USPTO patents with 853,638 reactions. The task is: Predict the reaction yield, written as a fraction of the theoretical maximum amount of product (1.0 means a 100% yield; for example, 0.34 means a 34% yield). The reactants are [CH3:1][CH:2]([O:4][C:5]([CH2:7][CH2:8][CH2:9]/[CH:10]=[CH:11]\[CH2:12][C@@H:13]1[C@@H:17]([CH2:18][CH2:19][C@@H:20]([OH:29])[CH2:21][CH2:22][C:23]2[CH:28]=[CH:27][CH:26]=[CH:25][CH:24]=2)[C@H:16]([OH:30])[CH2:15][C@@H:14]1[OH:31])=[O:6])C.[CH2:32]([CH:35](CC#C)CO)[C:33]#C.CN(C(ON1N=N[C:51]2C=CC=[CH:55][C:50]1=2)=[N+](C)C)C.F[P-](F)(F)(F)(F)F.C(N(CC)CC)C. The catalyst is C(Cl)Cl. The product is [OH:30][C@@H:16]1[CH2:15][C@H:14]([OH:31])[C@H:13]([CH2:12]/[CH:11]=[CH:10]\[CH2:9][CH2:8][CH2:7][C:5]([O:4][CH2:2][CH:1]([CH2:55][C:50]#[CH:51])[CH2:35][C:32]#[CH:33])=[O:6])[C@H:17]1[CH2:18][CH2:19][C@@H:20]([OH:29])[CH2:21][CH2:22][C:23]1[CH:24]=[CH:25][CH:26]=[CH:27][CH:28]=1. The yield is 0.450.